This data is from Forward reaction prediction with 1.9M reactions from USPTO patents (1976-2016). The task is: Predict the product of the given reaction. (1) Given the reactants [OH:1][C@H:2]1[CH2:6][C@@H:5]([CH3:7])[N:4]([C:8]([O:10][CH2:11][C:12]2[CH:17]=[CH:16][CH:15]=[CH:14][CH:13]=2)=[O:9])[C@H:3]1[CH3:18].C[N+]1([O-])CCOCC1, predict the reaction product. The product is: [CH3:18][C@H:3]1[C:2](=[O:1])[CH2:6][C@@H:5]([CH3:7])[N:4]1[C:8]([O:10][CH2:11][C:12]1[CH:17]=[CH:16][CH:15]=[CH:14][CH:13]=1)=[O:9]. (2) Given the reactants [CH3:1][O:2][C:3](=[O:28])[C@@H:4]([NH:20][C:21]([O:23][C:24]([CH3:27])([CH3:26])[CH3:25])=[O:22])[CH2:5][C:6]1[CH:11]=[CH:10][C:9](OS(C(F)(F)F)(=O)=O)=[CH:8][CH:7]=1.[CH3:29][O:30][C:31]1[CH:36]=[CH:35][CH:34]=[CH:33][C:32]=1B(O)O.C(=O)([O-])[O-].[K+].[K+], predict the reaction product. The product is: [CH3:1][O:2][C:3](=[O:28])[C@@H:4]([NH:20][C:21]([O:23][C:24]([CH3:27])([CH3:26])[CH3:25])=[O:22])[CH2:5][C:6]1[CH:11]=[CH:10][C:9]([C:32]2[CH:33]=[CH:34][CH:35]=[CH:36][C:31]=2[O:30][CH3:29])=[CH:8][CH:7]=1. (3) Given the reactants Br[C:2]1[CH:7]=[CH:6][C:5]([S:8]([NH:11][C@@H:12]([CH2:17][CH3:18])[C:13]([F:16])([F:15])[F:14])(=[O:10])=[O:9])=[C:4]([Cl:19])[C:3]=1[Cl:20].[CH3:21][C:22]([CH3:49])([CH2:27][C:28](=[O:48])[NH:29][NH:30][C:31]([C:33]1[S:34][CH:35]=[C:36]([CH2:38][O:39]COCC[Si](C)(C)C)[N:37]=1)=O)[C:23]([O:25][CH3:26])=[O:24].P(C1CCCCC1)(C1CCCCC1)C1CCCCC1.[H+].[B-](F)(F)(F)F.C(O)(=O)C(C)(C)C.C([O-])([O-])=O.[K+].[K+], predict the reaction product. The product is: [Cl:20][C:3]1[C:4]([Cl:19])=[C:5]([S:8](=[O:10])(=[O:9])[NH:11][C@@H:12]([CH2:17][CH3:18])[C:13]([F:16])([F:15])[F:14])[CH:6]=[CH:7][C:2]=1[C:35]1[S:34][C:33]([C:31]2[O:48][C:28]([CH2:27][C:22]([CH3:49])([CH3:21])[C:23]([O:25][CH3:26])=[O:24])=[N:29][N:30]=2)=[N:37][C:36]=1[CH2:38][OH:39].